Dataset: Forward reaction prediction with 1.9M reactions from USPTO patents (1976-2016). Task: Predict the product of the given reaction. (1) Given the reactants [Cl:1][C:2]1[CH:7]=[CH:6][CH:5]=[CH:4][C:3]=1[C:8]1[C:9]([C:14]2[CH:19]=[CH:18][C:17]([Cl:20])=[CH:16][CH:15]=2)=[C:10]([NH2:13])[NH:11][N:12]=1.C([O:23][C:24](=O)[CH:25]([CH3:29])[C:26](=O)[CH3:27])C.C(OCC)C, predict the reaction product. The product is: [Cl:20][C:17]1[CH:16]=[CH:15][C:14]([C:9]2[C:8]([C:3]3[CH:4]=[CH:5][CH:6]=[CH:7][C:2]=3[Cl:1])=[N:12][N:11]3[C:24]([OH:23])=[C:25]([CH3:29])[C:26]([CH3:27])=[N:13][C:10]=23)=[CH:19][CH:18]=1. (2) Given the reactants [CH3:1][O:2][C:3]1[CH:4]=[C:5]([CH2:11][CH2:12][C:13]2[N:14]=[C:15]3[CH:21]=[C:20]([C:22]4[CH:27]=[CH:26][N:25]=[C:24]([C:28](O)=[O:29])[CH:23]=4)[NH:19][C:16]3=[N:17][CH:18]=2)[CH:6]=[C:7]([O:9][CH3:10])[CH:8]=1.[CH3:31][NH:32][CH3:33], predict the reaction product. The product is: [CH3:10][O:9][C:7]1[CH:6]=[C:5]([CH:4]=[C:3]([O:2][CH3:1])[CH:8]=1)[CH2:11][CH2:12][C:13]1[N:14]=[C:15]2[CH:21]=[C:20]([C:22]3[CH:27]=[CH:26][N:25]=[C:24]([C:28]([N:32]([CH3:33])[CH3:31])=[O:29])[CH:23]=3)[NH:19][C:16]2=[N:17][CH:18]=1.